This data is from Retrosynthesis with 50K atom-mapped reactions and 10 reaction types from USPTO. The task is: Predict the reactants needed to synthesize the given product. (1) The reactants are: Nc1ccc(S(=O)(=O)Nc2ccccc2Cl)cc1.O=C(Cl)c1ccccn1. Given the product O=C(Nc1ccc(S(=O)(=O)Nc2ccccc2Cl)cc1)c1ccccn1, predict the reactants needed to synthesize it. (2) Given the product CC(C)(C)OC(=O)COc1cc(NC(=O)OC(C)(C)C)c([N+](=O)[O-])cc1I, predict the reactants needed to synthesize it. The reactants are: CC(C)(C)OC(=O)CBr.CC(C)(C)OC(=O)Nc1cc(O)c(I)cc1[N+](=O)[O-]. (3) Given the product CCCCCCC/C=C\CCCCCCCC(=O)CCCNC(C)=O, predict the reactants needed to synthesize it. The reactants are: CCCCCCC/C=C\CCCCCCCC(O)CCCNC(C)=O. (4) Given the product O=c1[nH]c2ccc(N3CCOCC3)cc2[nH]1, predict the reactants needed to synthesize it. The reactants are: Nc1ccc(N2CCOCC2)cc1N.O=C(n1ccnc1)n1ccnc1. (5) Given the product COC(=O)c1cc([N+](=O)[O-])ccc1N, predict the reactants needed to synthesize it. The reactants are: CCOC(C)=O.Nc1ccc([N+](=O)[O-])cc1C(=O)O. (6) The reactants are: CC(C)(CO)S(=O)(=O)CCN.O=CC1=Cc2c(ncnc2Nc2ccc(Oc3cccc(C(F)(F)F)c3)c(Cl)c2)NCC1. Given the product CC(C)(CO)S(=O)(=O)CCNCC1=Cc2c(ncnc2Nc2ccc(Oc3cccc(C(F)(F)F)c3)c(Cl)c2)NCC1, predict the reactants needed to synthesize it. (7) Given the product CCOC(=O)c1cccc(-c2ccccc2OC(F)(F)F)c1, predict the reactants needed to synthesize it. The reactants are: CCOC(=O)c1cccc(Br)c1.OB(O)c1ccccc1OC(F)(F)F. (8) The reactants are: CC[C@@H]1C(=O)N(C)c2cnc(Cl)nc2N1C(C)C.Clc1cc(Cl)cc(-c2ncc[nH]2)c1. Given the product CC[C@@H]1C(=O)N(C)c2cnc(-n3ccnc3-c3cc(Cl)cc(Cl)c3)nc2N1C(C)C, predict the reactants needed to synthesize it. (9) Given the product Nc1cc(Cc2ccccc2)cc(Br)c1O, predict the reactants needed to synthesize it. The reactants are: O=[N+]([O-])c1cc(Cc2ccccc2)cc(Br)c1O. (10) Given the product COc1cc2c(c(OC)c1OC)-c1ccc(NC(=O)[C@H](C)N)cc1C(NC(C)=O)CC2, predict the reactants needed to synthesize it. The reactants are: COc1cc2c(c(OC)c1OC)-c1ccc(NC(=O)[C@H](C)NC(=O)OCc3ccccc3)cc1C(NC(C)=O)CC2.